This data is from Full USPTO retrosynthesis dataset with 1.9M reactions from patents (1976-2016). The task is: Predict the reactants needed to synthesize the given product. (1) Given the product [NH2:1][C:2]1[N:11]=[C:10]([C:12]([N:14]2[CH2:22][C:21]3[C:16](=[CH:17][CH:18]=[CH:19][CH:20]=3)[CH2:15]2)=[O:13])[C:9]2[C:4](=[CH:5][CH:6]=[C:7]([C:23]3[CH:30]=[CH:29][CH:28]=[CH:27][C:24]=3[CH2:37][NH:32][CH2:33][C:34]([NH2:36])=[O:35])[CH:8]=2)[N:3]=1, predict the reactants needed to synthesize it. The reactants are: [NH2:1][C:2]1[N:11]=[C:10]([C:12]([N:14]2[CH2:22][C:21]3[C:16](=[CH:17][CH:18]=[CH:19][CH:20]=3)[CH2:15]2)=[O:13])[C:9]2[C:4](=[CH:5][CH:6]=[C:7]([C:23]3[CH:30]=[CH:29][CH:28]=[CH:27][C:24]=3C=O)[CH:8]=2)[N:3]=1.Cl.[NH2:32][CH2:33][C:34]([NH2:36])=[O:35].[C:37](O[BH-](OC(=O)C)OC(=O)C)(=O)C.[Na+].O. (2) Given the product [CH3:4][C:5]([O:14][C:11]1[CH:10]=[CH:9][C:8]([C:6]([C:5]2[CH:4]=[CH:3][C:2]([Cl:1])=[CH:16][CH:15]=2)=[O:7])=[CH:13][CH:12]=1)([C:6]([OH:7])=[O:17])[CH3:15], predict the reactants needed to synthesize it. The reactants are: [Cl:1][C:2]1[CH:16]=[CH:15][C:5]([C:6]([C:8]2[CH:13]=[CH:12][C:11]([OH:14])=[CH:10][CH:9]=2)=[O:7])=[CH:4][CH:3]=1.[OH-:17].[Na+].C(Cl)(Cl)Cl.Cl.